From a dataset of Forward reaction prediction with 1.9M reactions from USPTO patents (1976-2016). Predict the product of the given reaction. Given the reactants [CH2:1]([N:3]([CH2:13][CH3:14])[C:4]1[CH:9]=[C:8]([CH3:10])[CH:7]=[C:6]([CH:11]=[CH2:12])[N:5]=1)[CH3:2].C[N+]1([O-])CC[O:19]CC1.[OH2:23], predict the reaction product. The product is: [CH2:13]([N:3]([CH2:1][CH3:2])[C:4]1[N:5]=[C:6]([CH:11]([OH:19])[CH2:12][OH:23])[CH:7]=[C:8]([CH3:10])[CH:9]=1)[CH3:14].